From a dataset of Experimentally validated miRNA-target interactions with 360,000+ pairs, plus equal number of negative samples. Binary Classification. Given a miRNA mature sequence and a target amino acid sequence, predict their likelihood of interaction. (1) The miRNA is mmu-miR-103-3p with sequence AGCAGCAUUGUACAGGGCUAUGA. The protein sequence of the target gene is MMRTCVLLSAVLWCLTGVQCPRFTLFNKKGFIYGKTGQPDKIYVELHQNSPVLICMDFKLSKKEIVDPTYLWIGPNEKTLTGNNRINITETGQLMVKDFLEPLSGLYTCTLSYKTVKAETQEEKTVKKRYDFMVFAYREPDYSYQMAVRFTTRSCIGRYNDVFFRVLKKILDSLISDLSCHVIEPSYKCHSVEIPEHGLIHELFIAFQVNPFAPGWKGACNGSVDCEDTTNHNILQARDRIEDFFRSQAYIFYHNFNKTLPAMHFVDHSLQVVRLDSCRPGFGKNERLHSNCASCCVVCS.... Result: 0 (no interaction). (2) The miRNA is rno-miR-98-5p with sequence UGAGGUAGUAAGUUGUAUUGUU. The protein sequence of the target gene is MAGAAAAVAAGAAAGAAAAAGSVSAPGRASAPPPPPPVYCVCRQPYDVNRFMIECDVCKDWFHGSCVGVEEHHAVDIDLYHCPDCAALHGSSLMKKRRNWHRHDYTEVDDGSKPVQAGTRAFVKELRSRVFPSADEIIVKMHGSQLTQRYLEKHGFDVPIMVPKLDDLGLRLPSPAFSVMDVERYVGGDKVIDVIDVARQADSKMTLHNYVKYFMNPDRPKVLNVISLEFSDTKMSELVEVPDIARKLSWVENYWPDDSVFPKPFVQKYCLMGVQDSYTDFHIDFGGTSVWYHVLWGEKI.... Result: 0 (no interaction).